Task: Predict the reactants needed to synthesize the given product.. Dataset: Full USPTO retrosynthesis dataset with 1.9M reactions from patents (1976-2016) (1) The reactants are: [C:1]([CH:5]1[CH2:10][CH2:9][C:8](N2CCCC2)=[CH:7][CH2:6]1)([CH3:4])([CH3:3])[CH3:2].Br[CH2:17][C:18]([C:20]1[CH:25]=[CH:24][CH:23]=[CH:22][CH:21]=1)=[O:19].[OH2:26]. Given the product [C:1]([CH:5]1[CH2:6][CH2:7][C:8](=[O:26])[CH:9]([CH2:17][C:18](=[O:19])[C:20]2[CH:25]=[CH:24][CH:23]=[CH:22][CH:21]=2)[CH2:10]1)([CH3:2])([CH3:3])[CH3:4], predict the reactants needed to synthesize it. (2) The reactants are: [H-].[Na+].[NH2:3][C:4]([CH3:9])([CH2:7][OH:8])[CH2:5][OH:6].[Si:10](Cl)([C:23]([CH3:26])([CH3:25])[CH3:24])([C:17]1[CH:22]=[CH:21][CH:20]=[CH:19][CH:18]=1)[C:11]1[CH:16]=[CH:15][CH:14]=[CH:13][CH:12]=1. Given the product [NH2:3][C:4]([CH3:9])([CH2:7][O:8][Si:10]([C:23]([CH3:26])([CH3:25])[CH3:24])([C:17]1[CH:18]=[CH:19][CH:20]=[CH:21][CH:22]=1)[C:11]1[CH:16]=[CH:15][CH:14]=[CH:13][CH:12]=1)[CH2:5][OH:6], predict the reactants needed to synthesize it. (3) Given the product [N:14]1[C:15]([O:11][C:7]2[CH:6]=[C:5]([CH:10]=[CH:9][CH:8]=2)[C:3]#[N:4])=[CH:16][CH:17]=[CH:18][C:13]=1[O:11][C:7]1[CH:6]=[C:5]([CH:10]=[CH:9][CH:8]=1)[C:3]#[N:4], predict the reactants needed to synthesize it. The reactants are: [H-].[Na+].[C:3]([C:5]1[CH:6]=[C:7]([OH:11])[CH:8]=[CH:9][CH:10]=1)#[N:4].F[C:13]1[CH:18]=[CH:17][CH:16]=[C:15](F)[N:14]=1. (4) Given the product [F:23][CH:21]([F:22])[C:16]1[CH:17]=[CH:18][CH:19]=[CH:20][C:15]=1[C:12]1[CH:13]=[CH:14][C:9]2[N:10]([C:6]([C:4]([OH:5])=[O:3])=[CH:7][N:8]=2)[N:11]=1, predict the reactants needed to synthesize it. The reactants are: C([O:3][C:4]([C:6]1[N:10]2[N:11]=[C:12]([C:15]3[CH:20]=[CH:19][CH:18]=[CH:17][C:16]=3[CH:21]([F:23])[F:22])[CH:13]=[CH:14][C:9]2=[N:8][CH:7]=1)=[O:5])C.[OH-].[Na+]. (5) Given the product [ClH:34].[NH:24]1[CH2:25][CH2:26][CH:21]([C:19]2[N:5]3[N:6]=[C:7]4[C:12]([C:11]([C:13]5[CH:14]=[CH:15][N:16]=[CH:17][CH:18]=5)=[CH:10][CH:9]=[CH:8]4)=[C:4]3[NH:3][C:2](=[O:1])[CH:20]=2)[CH2:22][CH2:23]1, predict the reactants needed to synthesize it. The reactants are: [O:1]=[C:2]1[CH:20]=[C:19]([CH:21]2[CH2:26][CH2:25][N:24](C(OC(C)(C)C)=O)[CH2:23][CH2:22]2)[N:5]2[N:6]=[C:7]3[C:12]([C:11]([C:13]4[CH:18]=[CH:17][N:16]=[CH:15][CH:14]=4)=[CH:10][CH:9]=[CH:8]3)=[C:4]2[NH:3]1.[ClH:34]. (6) Given the product [CH3:31][C:27]1[N:26]=[C:25]([C:24]2[C:20]([C:17]3[CH:18]=[CH:19][C:14]4[N:15]([C:11]([C:1]([NH2:3])=[O:2])=[CH:12][N:13]=4)[CH:16]=3)=[C:21]3[CH2:34][CH2:33][CH2:32][N:22]3[N:23]=2)[CH:30]=[CH:29][CH:28]=1, predict the reactants needed to synthesize it. The reactants are: [CH:1]([NH2:3])=[O:2].[H-].[Na+].C(OC([C:11]1[N:15]2[CH:16]=[C:17]([C:20]3[C:24]([C:25]4[CH:30]=[CH:29][CH:28]=[C:27]([CH3:31])[N:26]=4)=[N:23][N:22]4[CH2:32][CH2:33][CH2:34][C:21]=34)[CH:18]=[CH:19][C:14]2=[N:13][CH:12]=1)=O)C. (7) Given the product [CH3:22][NH:23][C:10]([C:2]1[N:1]([CH3:17])[C:9]2[C:4]([CH:3]=1)=[CH:5][CH:6]=[CH:7][CH:8]=2)=[O:12], predict the reactants needed to synthesize it. The reactants are: [NH:1]1[C:9]2[C:4](=[CH:5][CH:6]=[CH:7][CH:8]=2)[CH:3]=[C:2]1[C:10]([O:12]CC)=O.[H-].[Na+].[CH3:17]I.CN.O.[CH3:22][N:23](C=O)C.